From a dataset of Retrosynthesis with 50K atom-mapped reactions and 10 reaction types from USPTO. Predict the reactants needed to synthesize the given product. (1) Given the product C=CCC1(C(=O)OCC)CCN(c2ncc(Br)cn2)CC1, predict the reactants needed to synthesize it. The reactants are: C=CCC1(C(=O)OCC)CCNCC1.Clc1ncc(Br)cn1. (2) Given the product CCOC(=O)C1CCN(c2nc(Br)cs2)CC1, predict the reactants needed to synthesize it. The reactants are: Brc1csc(Br)n1.CCOC(=O)C1CCNCC1. (3) Given the product CC[C@H](C)[C@@H]([C@@H](CC(=O)N1CCC[C@H]1[C@H](OC)[C@@H](C)C(=O)N[C@H](Cc1ccccc1)c1nnc(-c2ccccc2)o1)OC)N(C)C(=O)[C@@H](NC(=O)[C@H](C(C)C)N(C)CCCC(=O)O)C(C)C, predict the reactants needed to synthesize it. The reactants are: CC[C@H](C)[C@@H]([C@@H](CC(=O)N1CCC[C@H]1[C@H](OC)[C@@H](C)C(=O)N[C@H](Cc1ccccc1)c1nnc(-c2ccccc2)o1)OC)N(C)C(=O)[C@@H](NC(=O)[C@@H](NC)C(C)C)C(C)C.O=CCCC(=O)O.